Dataset: Reaction yield outcomes from USPTO patents with 853,638 reactions. Task: Predict the reaction yield, written as a fraction of the theoretical maximum amount of product (1.0 means a 100% yield; for example, 0.34 means a 34% yield). The reactants are C(=O)([O-])[O-].[K+].[K+].[OH:7][C:8]1[CH:15]=[CH:14][C:11]([CH:12]=[O:13])=[CH:10][CH:9]=1.[CH2:16](Br)[C:17]1[CH:22]=[CH:21][CH:20]=[CH:19][CH:18]=1. The catalyst is CN(C=O)C. The product is [CH2:16]([O:7][C:8]1[CH:15]=[CH:14][C:11]([CH:12]=[O:13])=[CH:10][CH:9]=1)[C:17]1[CH:22]=[CH:21][CH:20]=[CH:19][CH:18]=1. The yield is 0.660.